Dataset: Choline transporter screen with 302,306 compounds. Task: Binary Classification. Given a drug SMILES string, predict its activity (active/inactive) in a high-throughput screening assay against a specified biological target. (1) The result is 0 (inactive). The compound is O1CCN(CC1)C(=O)CNC(=O)c1nn(c(=O)c2c1cccc2)c1c(OC)cc(OC)cc1. (2) The compound is o1nc(nc1/C=C\c1ccccc1)c1ccc(cc1)C. The result is 0 (inactive). (3) The drug is Fc1c(Nc2ncccc2C(OCC(=O)NC2CC2)=O)cccc1. The result is 0 (inactive). (4) The drug is Clc1ccc(N2CC(CC2=O)C(=O)N2CCN(CC2)CC)cc1. The result is 0 (inactive).